Dataset: Forward reaction prediction with 1.9M reactions from USPTO patents (1976-2016). Task: Predict the product of the given reaction. (1) The product is: [CH2:1]([C:7]1[CH:8]=[C:9]([CH:14]=[CH:15][N:16]=1)[C:10]([O:12][CH3:13])=[O:11])[CH2:2][CH3:3]. Given the reactants [CH2:1]([Mg]Cl)[CH2:2][CH3:3].Cl[C:7]1[CH:8]=[C:9]([CH:14]=[CH:15][N:16]=1)[C:10]([O:12][CH3:13])=[O:11].CN1C(=O)CCC1, predict the reaction product. (2) Given the reactants [CH3:1][S:2][CH2:3][N:4]1[C:12]2[CH:11]=[C:10]([C:13]([O:15][C:16]([CH3:19])([CH3:18])[CH3:17])=[O:14])[N:9]=[CH:8][C:7]=2[CH:6]=[CH:5]1.[OH:20]OS([O-])=O.[K+].[OH2:26], predict the reaction product. The product is: [CH3:1][S:2]([CH2:3][N:4]1[C:12]2[CH:11]=[C:10]([C:13]([O:15][C:16]([CH3:19])([CH3:18])[CH3:17])=[O:14])[N:9]=[CH:8][C:7]=2[CH:6]=[CH:5]1)(=[O:20])=[O:26].